From a dataset of Forward reaction prediction with 1.9M reactions from USPTO patents (1976-2016). Predict the product of the given reaction. Given the reactants [Si:1]([O:8][C@H:9]([C@@H:26]([O:38][Si:39]([C:42]([CH3:45])([CH3:44])[CH3:43])([CH3:41])[CH3:40])[CH2:27][C@@H:28]([O:30][Si:31]([C:34]([CH3:37])([CH3:36])[CH3:35])([CH3:33])[CH3:32])[CH3:29])/[CH:10]=[C:11](\[CH3:25])/[CH:12]=[CH:13]/[CH:14]=[C:15](\[CH3:24])/[CH:16]=[C:17](\[CH3:23])/[CH:18]=[CH:19]/[C:20]([OH:22])=[O:21])([C:4]([CH3:7])([CH3:6])[CH3:5])([CH3:3])[CH3:2].[CH:46](N(C(C)C)CC)([CH3:48])[CH3:47].ClC1C=C(Cl)C=C(Cl)C=1C(Cl)=O.[Na], predict the reaction product. The product is: [Si:1]([O:8][C@H:9]([C@@H:26]([O:38][Si:39]([C:42]([CH3:44])([CH3:43])[CH3:45])([CH3:40])[CH3:41])[CH2:27][C@@H:28]([O:30][Si:31]([C:34]([CH3:37])([CH3:36])[CH3:35])([CH3:32])[CH3:33])[CH3:29])/[CH:10]=[C:11](\[CH3:25])/[CH:12]=[CH:13]/[CH:14]=[C:15](\[CH3:24])/[CH:16]=[C:17](\[CH3:23])/[CH:18]=[CH:19]/[C:20]([O:22][CH:46]([CH3:48])[CH3:47])=[O:21])([C:4]([CH3:7])([CH3:5])[CH3:6])([CH3:3])[CH3:2].